Dataset: Catalyst prediction with 721,799 reactions and 888 catalyst types from USPTO. Task: Predict which catalyst facilitates the given reaction. (1) Reactant: [OH:1][CH:2]1[CH2:7][C:6]([N+:14]([O-:16])=[O:15])([C:8]2[CH:13]=[CH:12][CH:11]=[CH:10][CH:9]=2)[CH2:5][N:4]([CH3:17])[C:3]1=[O:18].[H-].[Na+].I[CH3:22].O. Product: [CH3:22][O:1][CH:2]1[CH2:7][C:6]([N+:14]([O-:16])=[O:15])([C:8]2[CH:13]=[CH:12][CH:11]=[CH:10][CH:9]=2)[CH2:5][N:4]([CH3:17])[C:3]1=[O:18]. The catalyst class is: 3. (2) Reactant: [CH2:1]([N:8]1[C:17]2[C:12](=[CH:13][C:14]([OH:18])=[CH:15][CH:16]=2)[CH2:11][CH2:10][CH2:9]1)[C:2]1[CH:7]=[CH:6][CH:5]=[CH:4][CH:3]=1.[H-].[Na+].[Cl:21][C:22]1[CH:27]=[CH:26][CH:25]=[CH:24][C:23]=1[N:28]=[C:29]=[O:30]. Product: [CH2:1]([N:8]1[C:17]2[C:12](=[CH:13][C:14]([O:18][C:29](=[O:30])[NH:28][C:23]3[CH:24]=[CH:25][CH:26]=[CH:27][C:22]=3[Cl:21])=[CH:15][CH:16]=2)[CH2:11][CH2:10][CH2:9]1)[C:2]1[CH:3]=[CH:4][CH:5]=[CH:6][CH:7]=1. The catalyst class is: 28.